Dataset: Full USPTO retrosynthesis dataset with 1.9M reactions from patents (1976-2016). Task: Predict the reactants needed to synthesize the given product. The reactants are: Br[C:2]1[S:6][C:5]2[CH2:7][CH2:8][CH2:9][CH2:10][C:11](=[O:12])[C:4]=2[CH:3]=1.O1CCOCC1.[N:19]1[CH:24]=[CH:23][C:22](B(O)O)=[CH:21][CH:20]=1.C(=O)([O-])[O-].[Cs+].[Cs+].ClCCl. Given the product [N:19]1[CH:24]=[CH:23][C:22]([C:2]2[S:6][C:5]3[CH2:7][CH2:8][CH2:9][CH2:10][C:11](=[O:12])[C:4]=3[CH:3]=2)=[CH:21][CH:20]=1, predict the reactants needed to synthesize it.